This data is from Forward reaction prediction with 1.9M reactions from USPTO patents (1976-2016). The task is: Predict the product of the given reaction. (1) Given the reactants [C:1]([O:7][CH2:8][CH2:9][C@@H:10]1[O:41][C@@H:14]2[C@H:15]([OH:40])[C@@H:16]3[O:21][C@H:20]([CH2:22][CH:23]4[CH2:27][O:26][C:25]([CH3:29])([CH3:28])[O:24]4)[C@H:19]([O:30][Si](C(C)C)(C(C)C)OC)[C@@H:17]3[O:18][C@H:13]2[CH2:12][CH2:11]1)(=[O:6])[C:2]([CH3:5])([CH3:4])[CH3:3].CCCC[N+](CCCC)(CCCC)CCCC.[F-], predict the reaction product. The product is: [C:1]([O:7][CH2:8][CH2:9][C@@H:10]1[O:41][C@@H:14]2[C@H:15]([OH:40])[C@@H:16]3[O:21][C@H:20]([CH2:22][CH:23]4[CH2:27][O:26][C:25]([CH3:29])([CH3:28])[O:24]4)[C@H:19]([OH:30])[C@@H:17]3[O:18][C@H:13]2[CH2:12][CH2:11]1)(=[O:6])[C:2]([CH3:5])([CH3:4])[CH3:3]. (2) Given the reactants [CH3:1][C:2]([CH3:15])=[CH:3][C:4]([NH:6][C:7]1[CH:12]=[CH:11][C:10]([O:13][CH3:14])=[CH:9][CH:8]=1)=[O:5].[Cl-].[Cl-].[Cl-].[Al+3], predict the reaction product. The product is: [CH3:1][C:2]1([CH3:15])[C:8]2[C:7](=[CH:12][CH:11]=[C:10]([O:13][CH3:14])[CH:9]=2)[NH:6][C:4](=[O:5])[CH2:3]1. (3) Given the reactants [OH:1][CH2:2][CH2:3][CH2:4][CH2:5][NH:6][C:7](=[O:16])[O:8][CH2:9][C:10]1[CH:15]=[CH:14][CH:13]=[CH:12][CH:11]=1, predict the reaction product. The product is: [O:1]=[CH:2][CH2:3][CH2:4][CH2:5][NH:6][C:7](=[O:16])[O:8][CH2:9][C:10]1[CH:15]=[CH:14][CH:13]=[CH:12][CH:11]=1. (4) Given the reactants [CH3:1][C:2]1[N:3]([C:8]2[CH:12]=[CH:11][N:10]([CH3:13])[N:9]=2)[C:4]([CH3:7])=[CH:5][CH:6]=1.C([Li])CCC.[O:19]1[CH2:21][CH2:20]1.[B-](F)(F)(F)[O+]1CCCC1.[Cl-].[NH4+], predict the reaction product. The product is: [CH3:7][C:4]1[N:3]([C:8]2[CH:12]=[C:11]([CH2:21][CH2:20][OH:19])[N:10]([CH3:13])[N:9]=2)[C:2]([CH3:1])=[CH:6][CH:5]=1. (5) Given the reactants [Sn](Cl)Cl.[F:4][C:5]1[CH:6]=[CH:7][C:8]2[C:12]([C:13]#[N:14])=[C:11]([NH:15][C:16]3[CH:21]=[CH:20][CH:19]=[CH:18][C:17]=3[N+:22]([O-])=O)[S:10][C:9]=2[CH:25]=1.O, predict the reaction product. The product is: [NH2:14][C:13]1[C:12]2[C:8]3[CH:7]=[CH:6][C:5]([F:4])=[CH:25][C:9]=3[S:10][C:11]=2[NH:15][C:16]2[CH:21]=[CH:20][CH:19]=[CH:18][C:17]=2[N:22]=1. (6) Given the reactants C12CC(C1)C2[C:6]([OH:8])=[O:7].CC[N:11](C(C)C)C(C)C.P(N=[N+]=[N-])(=O)(O[C:27]1[CH:32]=[CH:31][CH:30]=[CH:29]C=1)O[C:31]1[CH:32]=[CH:27]C=[CH:29][CH:30]=1.[C:37]1([CH3:43])[CH:42]=CC=C[CH:38]=1, predict the reaction product. The product is: [CH:30]12[CH2:29][CH:32]([CH2:31]1)[CH:27]2[NH:11][C:6](=[O:7])[O:8][C:37]([CH3:43])([CH3:42])[CH3:38]. (7) Given the reactants CC(C)([O-])C.[K+].CO[C:9](=[O:32])[C:10]1[CH:15]=[C:14]([Br:16])[C:13]([Cl:17])=[CH:12][C:11]=1[N:18]([C:26]([O:28][CH:29]([CH3:31])[CH3:30])=[O:27])[CH2:19][CH2:20][CH2:21][C:22]([O:24][CH3:25])=[O:23], predict the reaction product. The product is: [CH3:25][O:24][C:22]([CH:21]1[CH2:20][CH2:19][N:18]([C:26]([O:28][CH:29]([CH3:30])[CH3:31])=[O:27])[C:11]2[CH:12]=[C:13]([Cl:17])[C:14]([Br:16])=[CH:15][C:10]=2[C:9]1=[O:32])=[O:23]. (8) Given the reactants C([O:3][CH:4](OCC)[CH2:5][CH2:6][CH2:7][NH:8][C:9]([CH:11]1[CH2:20][CH2:19][C:18]2[C:13](=[CH:14][CH:15]=[CH:16][CH:17]=2)[CH2:12]1)=[O:10])C.O=CCCCNC(C1CCCCC1)=O, predict the reaction product. The product is: [O:3]=[CH:4][CH2:5][CH2:6][CH2:7][NH:8][C:9]([CH:11]1[CH2:20][CH2:19][C:18]2[C:13](=[CH:14][CH:15]=[CH:16][CH:17]=2)[CH2:12]1)=[O:10]. (9) Given the reactants [C:1]1([C:7]2[NH:8][CH:9]=[CH:10][C:11]=2[C:12]([N:14]2[CH2:19][CH2:18][N:17]([C:20]3[CH:21]=[C:22]([CH:26]=[CH:27][CH:28]=3)[C:23]([NH2:25])=[O:24])[CH2:16][CH2:15]2)=[O:13])[CH:6]=[CH:5][CH:4]=[CH:3][CH:2]=1.[H-].[Na+].Br[CH2:32][CH2:33][O:34][Si:35]([C:38]([CH3:41])([CH3:40])[CH3:39])([CH3:37])[CH3:36], predict the reaction product. The product is: [Si:35]([O:34][CH:33]([N:8]1[CH:9]=[CH:10][C:11]([C:12]([N:14]2[CH2:19][CH2:18][N:17]([C:20]3[CH:21]=[C:22]([CH:26]=[CH:27][CH:28]=3)[C:23]([NH2:25])=[O:24])[CH2:16][CH2:15]2)=[O:13])=[C:7]1[C:1]1[CH:6]=[CH:5][CH:4]=[CH:3][CH:2]=1)[CH3:32])([C:38]([CH3:41])([CH3:40])[CH3:39])([CH3:37])[CH3:36].